The task is: Predict the reactants needed to synthesize the given product.. This data is from Full USPTO retrosynthesis dataset with 1.9M reactions from patents (1976-2016). (1) Given the product [CH2:24]([C:23]1[C:22](=[O:31])[C:5]2[C:6](=[CH:7][C:2]([Cl:1])=[CH:3][CH:4]=2)[N:8]([C:16]2[CH:17]=[CH:18][CH:19]=[CH:20][CH:21]=2)[C:9]=1[C:11]1[O:12][CH:13]=[CH:14][N:15]=1)[C:25]1[CH:26]=[CH:27][CH:28]=[CH:29][CH:30]=1, predict the reactants needed to synthesize it. The reactants are: [Cl:1][C:2]1[CH:3]=[CH:4][C:5]([C:22](=[O:31])[CH2:23][CH2:24][C:25]2[CH:30]=[CH:29][CH:28]=[CH:27][CH:26]=2)=[C:6]([N:8]([C:16]2[CH:21]=[CH:20][CH:19]=[CH:18][CH:17]=2)[C:9]([C:11]2[O:12][CH:13]=[CH:14][N:15]=2)=O)[CH:7]=1. (2) Given the product [NH2:20][C:12]1[C:13]2[C:18]([CH3:19])=[N:17][CH:16]=[N:15][C:14]=2[N:9]([O:8][CH2:1][C:2]2[CH:7]=[CH:6][CH:5]=[CH:4][CH:3]=2)[C:10](=[O:32])[CH:11]=1, predict the reactants needed to synthesize it. The reactants are: [CH2:1]([O:8][N:9]1[C:14]2[N:15]=[CH:16][N:17]=[C:18]([CH3:19])[C:13]=2[C:12]([NH:20]CC2C=CC(OC)=CC=2OC)=[CH:11][C:10]1=[O:32])[C:2]1[CH:7]=[CH:6][CH:5]=[CH:4][CH:3]=1.C(OCC)(=O)C.C(=O)(O)[O-].[Na+].